Dataset: Full USPTO retrosynthesis dataset with 1.9M reactions from patents (1976-2016). Task: Predict the reactants needed to synthesize the given product. Given the product [CH:1]1([C@H:4]([NH:12][C:13]([C:15]2[C:24]3[C:19](=[C:20]([F:25])[CH:21]=[CH:22][CH:23]=3)[C:18](=[O:26])[N:17]([C:27]3[CH:28]=[N:29][CH:30]=[CH:31][CH:32]=3)[C:16]=2[CH2:33][N:42]2[CH2:43][CH2:44][N:39]([C:35]([CH3:38])([CH3:37])[CH3:36])[CH2:40][CH2:41]2)=[O:14])[C:5]2[CH:10]=[CH:9][CH:8]=[C:7]([F:11])[CH:6]=2)[CH2:3][CH2:2]1, predict the reactants needed to synthesize it. The reactants are: [CH:1]1([C@H:4]([NH:12][C:13]([C:15]2[C:24]3[C:19](=[C:20]([F:25])[CH:21]=[CH:22][CH:23]=3)[C:18](=[O:26])[N:17]([C:27]3[CH:28]=[N:29][CH:30]=[CH:31][CH:32]=3)[C:16]=2[CH2:33]Br)=[O:14])[C:5]2[CH:10]=[CH:9][CH:8]=[C:7]([F:11])[CH:6]=2)[CH2:3][CH2:2]1.[C:35]([N:39]1[CH2:44][CH2:43][NH:42][CH2:41][CH2:40]1)([CH3:38])([CH3:37])[CH3:36].C(N(CC)CC)C.